This data is from M1 muscarinic receptor antagonist screen with 61,756 compounds. The task is: Binary Classification. Given a drug SMILES string, predict its activity (active/inactive) in a high-throughput screening assay against a specified biological target. (1) The drug is O=C(NC1CCCCC1)N(Cc1[nH]c2c(c(=O)n1)cccc2)Cc1ccc(OC)cc1. The result is 0 (inactive). (2) The drug is Clc1c(OCc2sc3n(n2)c(nn3)c2occc2)ccc(Cl)c1. The result is 0 (inactive). (3) The compound is FC(F)(F)c1cc(NC(=O)CN(c2onc(n2)c2ccc(OC)cc2)C)ccc1. The result is 0 (inactive). (4) The compound is s1c(nc(c1)c1cc(OC)c(OC)cc1)Cc1n2CCCCCc2nn1. The result is 0 (inactive). (5) The compound is O=C1N(C2CCN(CC2)C(OCC)=O)C(Nc2cc3OCCOc3cc2)c2c1cccc2. The result is 0 (inactive). (6) The compound is O=C/1N(C(=O)NC(=O)C1=C/NC1C2(C(C(C1)CC2)(C)C)C)C. The result is 0 (inactive). (7) The molecule is Clc1ccc(S(=O)(=O)c2cc(S(=O)(=O)N3CCOCC3)c(cc2)C)cc1. The result is 0 (inactive). (8) The drug is O=C(N(Cc1n2CCCCCc2nn1)c1c(cccc1)C)Nc1ccccc1. The result is 0 (inactive).